From a dataset of Forward reaction prediction with 1.9M reactions from USPTO patents (1976-2016). Predict the product of the given reaction. Given the reactants C([O:3][C:4](=[O:20])[C@@H:5]([O:18][CH3:19])[CH2:6][C:7]1[CH:12]=[CH:11][C:10]([O:13][CH2:14][CH2:15][CH2:16]Br)=[CH:9][CH:8]=1)C.[F:21][C:22]1[CH:27]=[CH:26][CH:25]=[CH:24][C:23]=1[C:28]1[CH:33]=[CH:32][CH:31]=[CH:30][CH:29]=1.[OH-:34].[Na+], predict the reaction product. The product is: [F:21][C:22]1[CH:27]=[CH:26][CH:25]=[CH:24][C:23]=1[C:28]1[CH:29]=[CH:30][C:31]([O:34][CH2:16][CH2:15][CH2:14][O:13][C:10]2[CH:9]=[CH:8][C:7]([CH2:6][C@H:5]([O:18][CH3:19])[C:4]([OH:3])=[O:20])=[CH:12][CH:11]=2)=[CH:32][CH:33]=1.